This data is from Reaction yield outcomes from USPTO patents with 853,638 reactions. The task is: Predict the reaction yield, written as a fraction of the theoretical maximum amount of product (1.0 means a 100% yield; for example, 0.34 means a 34% yield). The reactants are [CH3:1][O:2][C:3]1[N:8]=[CH:7][C:6]([CH2:9][C:10]#[N:11])=[CH:5][CH:4]=1.C(=O)(O)[O-:13].[Na+]. No catalyst specified. The product is [CH3:1][O:2][C:3]1[N:8]=[CH:7][C:6]([CH2:9][C:10]([NH2:11])=[O:13])=[CH:5][CH:4]=1. The yield is 0.522.